Dataset: Peptide-MHC class I binding affinity with 185,985 pairs from IEDB/IMGT. Task: Regression. Given a peptide amino acid sequence and an MHC pseudo amino acid sequence, predict their binding affinity value. This is MHC class I binding data. (1) The peptide sequence is RYRTAVCGL. The MHC is HLA-A32:07 with pseudo-sequence YSAMYQENVAHTDESIAYIMYQDYTWAVLAYTWY. The binding affinity (normalized) is 0.808. (2) The peptide sequence is EPADHLAIM. The MHC is HLA-B58:01 with pseudo-sequence HLA-B58:01. The binding affinity (normalized) is 0.0847. (3) The peptide sequence is KEINLLSQT. The MHC is HLA-B18:01 with pseudo-sequence HLA-B18:01. The binding affinity (normalized) is 0. (4) The peptide sequence is FRALKYDFNH. The MHC is HLA-A03:01 with pseudo-sequence HLA-A03:01. The binding affinity (normalized) is 0.0854. (5) The peptide sequence is LVLQAGFFL. The MHC is HLA-A31:01 with pseudo-sequence HLA-A31:01. The binding affinity (normalized) is 0.406.